From a dataset of Reaction yield outcomes from USPTO patents with 853,638 reactions. Predict the reaction yield, written as a fraction of the theoretical maximum amount of product (1.0 means a 100% yield; for example, 0.34 means a 34% yield). (1) The reactants are C[O:2][C:3]([C:5]1[C:18](=[O:19])[N:9]2[CH2:10][CH2:11][C:12]3[C:17]([C:8]2=[CH:7][CH:6]=1)=[CH:16][CH:15]=[CH:14][CH:13]=3)=[O:4].[OH-].[Na+]. The catalyst is O1CCOCC1. The product is [O:19]=[C:18]1[N:9]2[CH2:10][CH2:11][C:12]3[C:17]([C:8]2=[CH:7][CH:6]=[C:5]1[C:3]([OH:4])=[O:2])=[CH:16][CH:15]=[CH:14][CH:13]=3. The yield is 0.880. (2) The reactants are [CH:1]([NH:3][NH:4][C:5]([NH:7][C:8]1[CH:13]=[C:12]([C:14]([O:16]C)=[O:15])[CH:11]=[CH:10][C:9]=1Cl)=[O:6])=O.[ClH:19]. The catalyst is [OH-].[K+].CO. The product is [Cl:19][C:11]1[CH:10]=[CH:9][C:8]([N:7]2[C:5](=[O:6])[NH:4][N:3]=[CH:1]2)=[CH:13][C:12]=1[C:14]([OH:16])=[O:15]. The yield is 1.00. (3) The reactants are [CH3:1][O:2][C:3](=[O:13])[C:4]1[CH:9]=[CH:8][C:7]([NH2:10])=[C:6]([C:11]#[N:12])[CH:5]=1.[I:14]I. The catalyst is O1CCCC1.CO.[N+]([O-])([O-])=O.[Ag+]. The product is [CH3:1][O:2][C:3](=[O:13])[C:4]1[CH:9]=[C:8]([I:14])[C:7]([NH2:10])=[C:6]([C:11]#[N:12])[CH:5]=1. The yield is 0.840.